Task: Regression. Given a peptide amino acid sequence and an MHC pseudo amino acid sequence, predict their binding affinity value. This is MHC class I binding data.. Dataset: Peptide-MHC class I binding affinity with 185,985 pairs from IEDB/IMGT (1) The peptide sequence is FGNWFDLASWI. The MHC is Mamu-B17 with pseudo-sequence Mamu-B17. The binding affinity (normalized) is 0.251. (2) The peptide sequence is WSMGKEAPQF. The MHC is Mamu-A01 with pseudo-sequence Mamu-A01. The binding affinity (normalized) is 0.122. (3) The peptide sequence is STDNAVYQCR. The MHC is HLA-A11:01 with pseudo-sequence HLA-A11:01. The binding affinity (normalized) is 0.670. (4) The peptide sequence is AMNLIANIF. The MHC is HLA-A29:02 with pseudo-sequence HLA-A29:02. The binding affinity (normalized) is 0.0443.